From a dataset of Reaction yield outcomes from USPTO patents with 853,638 reactions. Predict the reaction yield, written as a fraction of the theoretical maximum amount of product (1.0 means a 100% yield; for example, 0.34 means a 34% yield). (1) The reactants are Br[C:2]1[CH:3]=[N:4][CH:5]=[C:6]([CH2:8][O:9][CH2:10][C:11]2[CH:16]=[CH:15][C:14]([O:17][CH3:18])=[CH:13][CH:12]=2)[CH:7]=1.[Li]CCCC.CON(C)[C:27](=[O:29])[CH3:28]. The catalyst is C(OC)(C)(C)C.O. The product is [CH3:18][O:17][C:14]1[CH:15]=[CH:16][C:11]([CH2:10][O:9][CH2:8][C:6]2[CH:7]=[C:2]([C:27](=[O:29])[CH3:28])[CH:3]=[N:4][CH:5]=2)=[CH:12][CH:13]=1. The yield is 0.700. (2) The product is [N:20]1([C:26]2[CH:32]=[CH:31][C:30]([C:33]([F:35])([F:36])[F:34])=[CH:29][C:27]=2[NH:28][C:1](=[O:8])[C:2]2[CH:7]=[CH:6][CH:5]=[CH:4][CH:3]=2)[CH2:21][CH2:22][CH2:23][CH2:24][CH2:25]1. The yield is 0.867. The reactants are [C:1](Cl)(=[O:8])[C:2]1[CH:7]=[CH:6][CH:5]=[CH:4][CH:3]=1.C(N(CC)CC)C.ClCCl.[N:20]1([C:26]2[CH:32]=[CH:31][C:30]([C:33]([F:36])([F:35])[F:34])=[CH:29][C:27]=2[NH2:28])[CH2:25][CH2:24][CH2:23][CH2:22][CH2:21]1. The catalyst is O. (3) The reactants are [O:1]1[C:5]2[CH:6]=[CH:7][CH:8]=[CH:9][C:4]=2[CH:3]=[C:2]1[C:10]1[N:19]=[C:18](Cl)[C:17]2[C:12](=[CH:13][CH:14]=[CH:15][CH:16]=2)[N:11]=1.C[N:22](C)[CH2:23][CH2:24][CH2:25][OH:26]. The catalyst is O1CCOCC1. The product is [O:1]1[C:5]2[CH:6]=[CH:7][CH:8]=[CH:9][C:4]=2[CH:3]=[C:2]1[C:10]1[N:19]=[C:18]([NH:22][CH2:23][CH2:24][CH2:25][OH:26])[C:17]2[C:12](=[CH:13][CH:14]=[CH:15][CH:16]=2)[N:11]=1. The yield is 0.920. (4) The reactants are [CH3:1][O:2][C:3](=[O:19])[CH2:4][CH2:5][CH2:6][CH2:7][N:8]([CH3:18])[C:9]1[CH:14]=[CH:13][C:12]([Br:15])=[CH:11][C:10]=1[CH:16]=O.C[O-].[Na+].Cl. The catalyst is C(=O)(OC)OC.CO. The product is [CH3:1][O:2][C:3]([C:4]1[CH2:5][CH2:6][CH2:7][N:8]([CH3:18])[C:9]2[CH:14]=[CH:13][C:12]([Br:15])=[CH:11][C:10]=2[CH:16]=1)=[O:19]. The yield is 0.310. (5) The reactants are [CH3:1][O:2][C:3]1[C:11]([O:12][CH3:13])=[CH:10][CH:9]=[CH:8][C:4]=1[C:5]([OH:7])=O.[CH2:14]([NH2:21])[C:15]1[CH:20]=[CH:19][CH:18]=[CH:17][CH:16]=1.CN(C(ON1N=NC2C=CC=NC1=2)=[N+](C)C)C.F[P-](F)(F)(F)(F)F. The catalyst is ClCCl. The product is [CH2:14]([NH:21][C:5](=[O:7])[C:4]1[CH:8]=[CH:9][CH:10]=[C:11]([O:12][CH3:13])[C:3]=1[O:2][CH3:1])[C:15]1[CH:20]=[CH:19][CH:18]=[CH:17][CH:16]=1. The yield is 0.900. (6) The reactants are [F:1][CH2:2][CH2:3][CH2:4][CH2:5][C:6](=O)[CH2:7][C:8]([O:10]CC)=[O:9].[N:14]([C:17]1[CH:27]=[CH:26][C:20]([C:21]([NH:23][CH2:24][CH3:25])=[O:22])=[CH:19][CH:18]=1)=[N+:15]=[N-:16].[O-]CC.[Na+].[OH-].[Na+]. The catalyst is C(O)C.O. The product is [CH2:24]([NH:23][C:21]([C:20]1[CH:26]=[CH:27][C:17]([N:14]2[C:6]([CH2:5][CH2:4][CH2:3][CH2:2][F:1])=[C:7]([C:8]([OH:10])=[O:9])[N:16]=[N:15]2)=[CH:18][CH:19]=1)=[O:22])[CH3:25]. The yield is 0.908. (7) The reactants are [NH2:1][CH:2]([C:8]#[N:9])[C:3]([O:5][CH2:6][CH3:7])=[O:4].C([O-])(O)=O.[Na+].[C:15](Cl)(=[O:22])[C:16]1[CH:21]=[CH:20][CH:19]=[CH:18][CH:17]=1. The catalyst is C(Cl)Cl.O. The product is [C:15]([NH:1][CH:2]([C:8]#[N:9])[C:3]([O:5][CH2:6][CH3:7])=[O:4])(=[O:22])[C:16]1[CH:21]=[CH:20][CH:19]=[CH:18][CH:17]=1. The yield is 0.220.